From a dataset of TCR-epitope binding with 47,182 pairs between 192 epitopes and 23,139 TCRs. Binary Classification. Given a T-cell receptor sequence (or CDR3 region) and an epitope sequence, predict whether binding occurs between them. (1) The epitope is YIFFASFYY. The TCR CDR3 sequence is CASSGSGNTDTQYF. Result: 1 (the TCR binds to the epitope). (2) The epitope is AVFDRKSDAK. The TCR CDR3 sequence is CASSQGDRGGLEQYF. Result: 0 (the TCR does not bind to the epitope). (3) The epitope is AYILFTRFFYV. The TCR CDR3 sequence is CASSASAGGYYNEQFF. Result: 0 (the TCR does not bind to the epitope). (4) The epitope is GTHWFVTQR. The TCR CDR3 sequence is CASSFEPGQGFYSNQPQHF. Result: 0 (the TCR does not bind to the epitope).